From a dataset of Reaction yield outcomes from USPTO patents with 853,638 reactions. Predict the reaction yield, written as a fraction of the theoretical maximum amount of product (1.0 means a 100% yield; for example, 0.34 means a 34% yield). The reactants are [NH2:1][C:2]1[N:7]=[C:6]([NH:8][C@H:9]([C:11]2[N:16]=[C:15]3[CH:17]=[CH:18][N:19]([CH3:20])[C:14]3=[CH:13][C:12]=2[N:21]2[CH2:25][CH2:24][CH:23]([N:26]3C(=O)C4C(=CC=CC=4)C3=O)[CH2:22]2)[CH3:10])[C:5]([C:37]#[N:38])=[C:4]([CH3:39])[N:3]=1.O.NN. The yield is 0.310. The catalyst is C(O)C.C(#N)C. The product is [NH2:1][C:2]1[N:7]=[C:6]([NH:8][C@H:9]([C:11]2[N:16]=[C:15]3[CH:17]=[CH:18][N:19]([CH3:20])[C:14]3=[CH:13][C:12]=2[N:21]2[CH2:25][CH2:24][C@@H:23]([NH2:26])[CH2:22]2)[CH3:10])[C:5]([C:37]#[N:38])=[C:4]([CH3:39])[N:3]=1.